Dataset: Reaction yield outcomes from USPTO patents with 853,638 reactions. Task: Predict the reaction yield, written as a fraction of the theoretical maximum amount of product (1.0 means a 100% yield; for example, 0.34 means a 34% yield). (1) The reactants are [CH3:1][C:2]1([CH3:31])[C:6](=[O:7])[N:5]([C:8]2[CH:15]=[CH:14][C:11]([C:12]#[N:13])=[C:10]([C:16]([F:19])([F:18])[F:17])[CH:9]=2)[C:4](=[O:20])[N:3]1[CH2:21][CH2:22][CH2:23][CH2:24][N:25]1[CH2:30][CH2:29][NH:28][CH2:27][CH2:26]1.Br[CH2:33][CH2:34][O:35][CH2:36][C:37]1[CH:38]=[CH:39][C:40]([OH:46])=[C:41]([CH:45]=1)[C:42]([NH2:44])=[O:43].C(N(CC)CC)C. The catalyst is C1COCC1.C(OCC)(=O)C. The product is [C:12]([C:11]1[CH:14]=[CH:15][C:8]([N:5]2[C:6](=[O:7])[C:2]([CH3:31])([CH3:1])[N:3]([CH2:21][CH2:22][CH2:23][CH2:24][N:25]3[CH2:30][CH2:29][N:28]([CH2:33][CH2:34][O:35][CH2:36][C:37]4[CH:38]=[CH:39][C:40]([OH:46])=[C:41]([CH:45]=4)[C:42]([NH2:44])=[O:43])[CH2:27][CH2:26]3)[C:4]2=[O:20])=[CH:9][C:10]=1[C:16]([F:19])([F:18])[F:17])#[N:13]. The yield is 0.710. (2) The reactants are [Br:1][C:2]1[C:11]2[C:6](=[CH:7][C:8]([C:12]3[N:13]=[C:14]([C:17]4[CH:22]=[CH:21][CH:20]=[CH:19][CH:18]=4)[S:15][CH:16]=3)=[CH:9][CH:10]=2)[CH:5]=[CH:4][C:3]=1[OH:23].Br[CH2:25][C:26]#[N:27].C(=O)([O-])[O-].[Cs+].[Cs+]. The catalyst is CC(C)=O. The product is [Br:1][C:2]1[C:11]2[C:6](=[CH:7][C:8]([C:12]3[N:13]=[C:14]([C:17]4[CH:22]=[CH:21][CH:20]=[CH:19][CH:18]=4)[S:15][CH:16]=3)=[CH:9][CH:10]=2)[CH:5]=[CH:4][C:3]=1[O:23][CH2:25][C:26]#[N:27]. The yield is 0.990. (3) The reactants are [CH3:1][C@@H:2]1[N:7]2[CH:8]=[C:9]([C:24]([OH:26])=[O:25])[C:10]([C:12]3=[CH:13][C:14]([F:23])=[C:15]([N:16]4[CH2:21][CH2:20][N:19]([CH3:22])[CH2:18][CH2:17]4)[C:5](=[C:6]23)[O:4][CH2:3]1)=[O:11].[CH3:1][C@@H:2]1[N:7]2[CH:8]=[C:9]([C:24]([OH:26])=[O:25])[C:10]([C:12]3=[CH:13][C:14]([F:23])=[C:15]([N:16]4[CH2:21][CH2:20][N:19]([CH3:22])[CH2:18][CH2:17]4)[C:5](=[C:6]23)[O:4][CH2:3]1)=[O:11].O.OCC(CO)O. The catalyst is O. The product is [CH3:1][C@@H:2]1[N:7]2[C:6]3[C:12]([C:10]([C:9]([C:24]([OH:26])=[O:25])=[CH:8]2)=[O:11])=[CH:13][C:14]([F:23])=[C:15]([N:16]2[CH2:17][CH2:18][N:19]([CH3:22])[CH2:20][CH2:21]2)[C:5]=3[O:4][CH2:3]1. The yield is 0.0150.